From a dataset of Reaction yield outcomes from USPTO patents with 853,638 reactions. Predict the reaction yield, written as a fraction of the theoretical maximum amount of product (1.0 means a 100% yield; for example, 0.34 means a 34% yield). The reactants are [Cl:1][C:2]1[CH:7]=[CH:6][CH:5]=[C:4]([F:8])[C:3]=1[C:9]1[CH:10]=[C:11]2[C:15](=[CH:16][CH:17]=1)[NH:14][CH:13]=[C:12]2[I:18].[S:19](Cl)([C:22]1[CH:28]=[CH:27][C:25]([CH3:26])=[CH:24][CH:23]=1)(=[O:21])=[O:20]. No catalyst specified. The product is [Cl:1][C:2]1[CH:7]=[CH:6][CH:5]=[C:4]([F:8])[C:3]=1[C:9]1[CH:10]=[C:11]2[C:15](=[CH:16][CH:17]=1)[N:14]([S:19]([C:22]1[CH:28]=[CH:27][C:25]([CH3:26])=[CH:24][CH:23]=1)(=[O:21])=[O:20])[CH:13]=[C:12]2[I:18]. The yield is 0.460.